From a dataset of Full USPTO retrosynthesis dataset with 1.9M reactions from patents (1976-2016). Predict the reactants needed to synthesize the given product. (1) Given the product [F:19][C:2]([F:1])([C:6]([F:17])([F:18])[C:7]([F:15])([F:16])[C:8]([F:13])([F:14])[C:9]([F:12])([F:10])[C:30]([F:33])([F:32])[F:31])[C:3]([OH:5])=[O:4], predict the reactants needed to synthesize it. The reactants are: [F:1][C:2]([F:19])([C:6]([F:18])([F:17])[C:7]([F:16])([F:15])[C:8]([F:14])([F:13])[C:9]([F:12])(F)[F:10])[C:3]([OH:5])=[O:4].FC(F)(C(F)(F)C(F)(F)C(F)(F)C(F)(F)C(F)(F)[C:30]([F:33])([F:32])[F:31])C(O)=O.FC(F)(C(F)(F)C(F)(F)C(F)(F)C(F)(F)C(F)(F)C(O)=O)C(O)=O.FC(F)(C(F)(F)C(F)(F)C(F)(F)F)C(O)=O.FC(F)(C(F)(F)C(F)(F)F)C(O)=O.FC(F)(C(F)(F)F)C(O)=O.FC(F)(C(F)(F)C(F)(F)C(F)(F)C(F)(F)C(F)(F)F)C(OC)=O.FC(F)(C(F)(F)C(F)(F)C(F)(F)C(F)(F)F)C(OC)=O.FC(F)(C(F)(F)C(F)(F)C(F)(F)C(F)(F)C(F)(F)C(F)(F)F)C(OC)=O.FC(F)(C(F)(F)C(F)(F)C(F)(F)F)C(OC)=O.FC(F)(C(F)(F)C(F)(F)F)C(OC)=O.FC(F)(C(F)(F)F)C(OC)=O.FC(F)(C(F)(F)C(F)(F)C(F)(F)C(F)(F)C(F)(F)C(OC)=O)C(OC)=O. (2) Given the product [CH3:11][S:10][C:5]1[CH:6]=[CH:7][CH:8]=[CH:9][C:4]=1[CH2:3][Mg:1][Cl:12].[CH2:14]([O:21][C@H:22]([C@@H:23]([OH:25])[CH2:24][CH2:3][C:4]1[CH:9]=[CH:8][CH:7]=[CH:6][C:5]=1[S:10][CH3:11])[CH3:26])[C:15]1[CH:20]=[CH:19][CH:18]=[CH:17][CH:16]=1, predict the reactants needed to synthesize it. The reactants are: [Mg:1].Cl[CH2:3][C:4]1[CH:9]=[CH:8][CH:7]=[CH:6][C:5]=1[S:10][CH3:11].[Cl-:12].[Li+].[CH2:14]([O:21][C@@H:22]([CH3:26])[CH:23]1[O:25][CH2:24]1)[C:15]1[CH:20]=[CH:19][CH:18]=[CH:17][CH:16]=1. (3) Given the product [CH3:1][C:2]1[CH:3]=[CH:4][C:5]([C:19]([NH:21][C:22]2[CH:23]=[CH:24][C:25]([CH2:32][N:33]3[CH2:34][CH2:35][N:36]([CH3:39])[CH2:37][CH2:38]3)=[C:26]([C:28]([F:30])([F:31])[F:29])[CH:27]=2)=[O:20])=[CH:6][C:7]=1[C:8]#[C:9][C:10]1[N:14]2[N:15]=[CH:16][CH:17]=[CH:18][C:13]2=[N:12][CH:11]=1, predict the reactants needed to synthesize it. The reactants are: [CH3:1][C:2]1[CH:3]=[CH:4][C:5]([C:19]([NH:21][C:22]2[CH:23]=[CH:24][C:25]([CH2:32][N:33]3[CH2:38][CH2:37][N:36]([CH3:39])[CH2:35][CH2:34]3)=[C:26]([C:28]([F:31])([F:30])[F:29])[CH:27]=2)=[O:20])=[CH:6][C:7]=1[C:8]#[C:9][C:10]1[N:14]2[N:15]=[CH:16][CH:17]=[CH:18][C:13]2=[N:12][CH:11]=1.CO. (4) Given the product [CH3:1][O:2][C:3]1[CH:4]=[C:5]([NH:11][C:12]([C:14]2[C:18]3[N:19]=[CH:20][N:21]=[C:22]([S:23]([CH3:24])=[O:33])[C:17]=3[S:16][CH:15]=2)=[O:13])[CH:6]=[C:7]([O:9][CH3:10])[CH:8]=1, predict the reactants needed to synthesize it. The reactants are: [CH3:1][O:2][C:3]1[CH:4]=[C:5]([NH:11][C:12]([C:14]2[C:18]3[N:19]=[CH:20][N:21]=[C:22]([S:23][CH3:24])[C:17]=3[S:16][CH:15]=2)=[O:13])[CH:6]=[C:7]([O:9][CH3:10])[CH:8]=1.C1C=C(Cl)C=C(C(OO)=[O:33])C=1.C(=O)(O)[O-].[Na+]. (5) Given the product [F:1][C:2]1[CH:31]=[C:30]([NH:32][S:33]([C:36]2[CH:37]=[CH:38][C:39]([CH2:42][NH:53][CH3:52])=[CH:40][CH:41]=2)(=[O:34])=[O:35])[CH:29]=[C:28]([F:44])[C:3]=1[C:4]([NH:6][C@H:7]([C:24]([O:26][CH3:27])=[O:25])[CH2:8][C:9]1[CH:10]=[CH:11][C:12]([N:15]2[C:20](=[O:21])[CH:19]=[CH:18][N:17]([CH3:22])[C:16]2=[O:23])=[CH:13][CH:14]=1)=[O:5], predict the reactants needed to synthesize it. The reactants are: [F:1][C:2]1[CH:31]=[C:30]([NH:32][S:33]([C:36]2[CH:41]=[CH:40][C:39]([CH:42]=O)=[CH:38][CH:37]=2)(=[O:35])=[O:34])[CH:29]=[C:28]([F:44])[C:3]=1[C:4]([NH:6][C@H:7]([C:24]([O:26][CH3:27])=[O:25])[CH2:8][C:9]1[CH:14]=[CH:13][C:12]([N:15]2[C:20](=[O:21])[CH:19]=[CH:18][N:17]([CH3:22])[C:16]2=[O:23])=[CH:11][CH:10]=1)=[O:5].C(O)C.C(O)(=O)C.[CH3:52][NH2:53]. (6) The reactants are: C(N[C:4]1[N:9]=[C:8]([C:10]2[O:14][N:13]=[C:12]([C:15]3[CH:26]=[C:25]([CH3:27])[C:18]([O:19][CH2:20][CH:21]([OH:24])[CH2:22][OH:23])=[C:17]([CH3:28])[CH:16]=3)[N:11]=2)[CH:7]=[C:6]([CH3:29])[N:5]=1)C.[CH2:30]([O:32]C1N=C(C(O)=O)C=C(C)N=1)[CH3:31]. Given the product [CH2:30]([O:32][C:4]1[N:9]=[C:8]([C:10]2[O:14][N:13]=[C:12]([C:15]3[CH:26]=[C:25]([CH3:27])[C:18]([O:19][CH2:20][CH:21]([OH:24])[CH2:22][OH:23])=[C:17]([CH3:28])[CH:16]=3)[N:11]=2)[CH:7]=[C:6]([CH3:29])[N:5]=1)[CH3:31], predict the reactants needed to synthesize it.